This data is from Forward reaction prediction with 1.9M reactions from USPTO patents (1976-2016). The task is: Predict the product of the given reaction. (1) Given the reactants [Li]CCCC.Br[C:7]1[S:8][CH:9]=[CH:10][N:11]=1.Cl[Si:13]([CH3:16])([CH3:15])[CH3:14].C([O-])(O)=O.[Na+], predict the reaction product. The product is: [CH3:14][Si:13]([CH3:16])([CH3:15])[C:7]1[S:8][CH:9]=[CH:10][N:11]=1. (2) The product is: [CH2:8]([N:5]1[CH:6]=[CH:7][C:2]([NH2:1])=[C:3]([NH2:16])[C:4]1=[O:15])[C:9]1[CH:10]=[CH:11][CH:12]=[CH:13][CH:14]=1. Given the reactants [NH2:1][C:2]1[CH:7]=[CH:6][N:5]([CH2:8][C:9]2[CH:14]=[CH:13][CH:12]=[CH:11][CH:10]=2)[C:4](=[O:15])[C:3]=1[N+:16]([O-])=O, predict the reaction product. (3) Given the reactants [OH:1][C:2]1[CH:11]=[C:10]2[C:5]([C:6]([O:12][C:13]3[CH:18]=[CH:17][C:16]([CH3:19])=[CH:15][C:14]=3[C:20]([C:22]3[CH:27]=[CH:26][CH:25]=[CH:24][CH:23]=3)=[O:21])=[CH:7][CH:8]=[N:9]2)=[CH:4][C:3]=1[O:28][CH3:29].Br[CH2:31][CH2:32][CH2:33][Cl:34].C(=O)([O-])[O-].[K+].[K+].O, predict the reaction product. The product is: [Cl:34][CH2:33][CH2:32][CH2:31][O:1][C:2]1[CH:11]=[C:10]2[C:5]([C:6]([O:12][C:13]3[CH:18]=[CH:17][C:16]([CH3:19])=[CH:15][C:14]=3[C:20]([C:22]3[CH:23]=[CH:24][CH:25]=[CH:26][CH:27]=3)=[O:21])=[CH:7][CH:8]=[N:9]2)=[CH:4][C:3]=1[O:28][CH3:29]. (4) Given the reactants [Br:1][C:2]1[CH:3]=[C:4]2[C:9](=[CH:10][CH:11]=1)[CH:8]=[N:7][CH:6]=[CH:5]2.ClC1C=CC=C(C(OO)=[O:20])C=1, predict the reaction product. The product is: [Br:1][C:2]1[CH:3]=[C:4]2[C:9](=[CH:10][CH:11]=1)[C:8](=[O:20])[NH:7][CH:6]=[CH:5]2. (5) Given the reactants [C:1]([O:5][C:6]([N:8]1[CH2:13][CH2:12][C:11]([CH2:21][C:22]2[CH:27]=[CH:26][C:25]([Cl:28])=[CH:24][CH:23]=2)([NH:14][S:15]([C:17]([CH3:20])([CH3:19])[CH3:18])=[O:16])[CH2:10][CH2:9]1)=[O:7])([CH3:4])([CH3:3])[CH3:2].[H-].[Na+].[CH3:31]I.O, predict the reaction product. The product is: [C:1]([O:5][C:6]([N:8]1[CH2:13][CH2:12][C:11]([CH2:21][C:22]2[CH:27]=[CH:26][C:25]([Cl:28])=[CH:24][CH:23]=2)([N:14]([CH3:31])[S:15]([C:17]([CH3:20])([CH3:18])[CH3:19])=[O:16])[CH2:10][CH2:9]1)=[O:7])([CH3:2])([CH3:3])[CH3:4]. (6) Given the reactants [CH3:1][O:2][C:3]1[CH:4]=[C:5]([C:11]2[O:15][N:14]=[C:13]([C:16]3[CH:17]=[CH:18][CH:19]=[C:20]4[C:24]=3[NH:23][CH:22]=[C:21]4[CH2:25][CH2:26][C:27]([O:29]CC)=[O:28])[N:12]=2)[CH:6]=[CH:7][C:8]=1[O:9][CH3:10].[CH2:32]1N2CCN(CC2)C1.C(=O)(OC)OC, predict the reaction product. The product is: [CH3:1][O:2][C:3]1[CH:4]=[C:5]([C:11]2[O:15][N:14]=[C:13]([C:16]3[CH:17]=[CH:18][CH:19]=[C:20]4[C:24]=3[N:23]([CH3:32])[CH:22]=[C:21]4[CH2:25][CH2:26][C:27]([OH:29])=[O:28])[N:12]=2)[CH:6]=[CH:7][C:8]=1[O:9][CH3:10].